This data is from Full USPTO retrosynthesis dataset with 1.9M reactions from patents (1976-2016). The task is: Predict the reactants needed to synthesize the given product. Given the product [Cl:1][C:2]1[CH:3]=[C:4]([C:9]2([C:24]([F:26])([F:25])[F:27])[O:13][N:12]=[C:11]([C:14]3[CH:22]=[CH:21][C:17]([C:18]([NH:62][CH2:63][C:64]4[CH:65]=[CH:66][C:67]5[C:71]([CH2:72][CH3:73])([CH2:74][CH3:75])[O:70][B:69]([OH:76])[C:68]=5[CH:77]=4)=[O:20])=[C:16]([CH3:23])[CH:15]=3)[CH2:10]2)[CH:5]=[C:6]([Cl:8])[CH:7]=1, predict the reactants needed to synthesize it. The reactants are: [Cl:1][C:2]1[CH:3]=[C:4]([C:9]2([C:24]([F:27])([F:26])[F:25])[O:13][N:12]=[C:11]([C:14]3[CH:22]=[CH:21][C:17]([C:18]([OH:20])=O)=[C:16]([CH3:23])[CH:15]=3)[CH2:10]2)[CH:5]=[C:6]([Cl:8])[CH:7]=1.CCN(C(C)C)C(C)C.CN(C(ON1N=NC2C=CC=NC1=2)=[N+](C)C)C.F[P-](F)(F)(F)(F)F.Cl.[NH2:62][CH2:63][C:64]1[CH:65]=[CH:66][C:67]2[C:71]([CH2:74][CH3:75])([CH2:72][CH3:73])[O:70][B:69]([OH:76])[C:68]=2[CH:77]=1.